Predict the product of the given reaction. From a dataset of Forward reaction prediction with 1.9M reactions from USPTO patents (1976-2016). (1) The product is: [Br:1][C:2]1[C:11]([C@H:12]([O:16][C:17]([CH3:19])([CH3:18])[CH3:20])[C:13]([O:15][CH3:24])=[O:14])=[C:10]([CH3:21])[CH:9]=[C:8]2[C:3]=1[CH:4]=[CH:5][C:6]([CH2:22][OH:23])=[N:7]2. Given the reactants [Br:1][C:2]1[C:11]([C@H:12]([O:16][C:17]([CH3:20])([CH3:19])[CH3:18])[C:13]([OH:15])=[O:14])=[C:10]([CH3:21])[CH:9]=[C:8]2[C:3]=1[CH:4]=[CH:5][C:6]([CH2:22][OH:23])=[N:7]2.[CH3:24][Si](C=[N+]=[N-])(C)C, predict the reaction product. (2) The product is: [Cl:1][C:2]1[CH:3]=[C:4]([C:9]2[S:10][CH:11]=[C:12]([CH:15]=[N:18][NH:17][C:19]([NH:21][C:22]3[CH:30]=[CH:29][C:25]([C:26]([OH:28])=[O:27])=[CH:24][CH:23]=3)=[S:20])[C:13]=2[OH:14])[CH:5]=[CH:6][C:7]=1[Cl:8]. Given the reactants [Cl:1][C:2]1[CH:3]=[C:4]([C:9]2[S:10][CH:11]=[C:12]([CH:15]=O)[C:13]=2[OH:14])[CH:5]=[CH:6][C:7]=1[Cl:8].[NH:17]([C:19]([NH:21][C:22]1[CH:30]=[CH:29][C:25]([C:26]([OH:28])=[O:27])=[CH:24][CH:23]=1)=[S:20])[NH2:18].CN(C)C=O.Cl, predict the reaction product.